Dataset: Catalyst prediction with 721,799 reactions and 888 catalyst types from USPTO. Task: Predict which catalyst facilitates the given reaction. (1) Reactant: [CH2:1]([Zn]CC)[CH3:2].FC(F)(F)C(O)=O.ICI.[CH2:16]([O:23][C:24]([NH:26][C@H:27]([C:32]([O:34][CH3:35])=[O:33])[C:28](=C)[CH2:29][CH3:30])=[O:25])[C:17]1[CH:22]=[CH:21][CH:20]=[CH:19][CH:18]=1. Product: [CH2:16]([O:23][C:24]([NH:26][C@H:27]([C:32]([O:34][CH3:35])=[O:33])[CH2:28][C:29]1([CH3:30])[CH2:2][CH2:1]1)=[O:25])[C:17]1[CH:18]=[CH:19][CH:20]=[CH:21][CH:22]=1. The catalyst class is: 2. (2) Reactant: C[Si](C)(C)[C:3]#[C:4][C:5]#[C:6][CH2:7][CH2:8]/[CH:9]=[CH:10]/[C:11]([O:13]C)=[O:12].[OH-].[Na+]. Product: [C:11]([OH:13])(=[O:12])/[CH:10]=[CH:9]/[CH2:8][CH2:7][C:6]#[C:5][C:4]#[CH:3]. The catalyst class is: 25. (3) Reactant: [F:1][C:2]1[CH:20]=[CH:19][CH:18]=[CH:17][C:3]=1[C:4]([NH:6][C:7]1[CH:12]=[CH:11][C:10]([C:13]([NH:15][NH2:16])=[O:14])=[CH:9][CH:8]=1)=[O:5].[OH-].[K+].[C:23](=S)=[S:24].Cl. Product: [F:1][C:2]1[CH:20]=[CH:19][CH:18]=[CH:17][C:3]=1[C:4]([NH:6][C:7]1[CH:8]=[CH:9][C:10]([C:13]2[O:14][C:23](=[S:24])[NH:16][N:15]=2)=[CH:11][CH:12]=1)=[O:5]. The catalyst class is: 8.